Dataset: NCI-60 drug combinations with 297,098 pairs across 59 cell lines. Task: Regression. Given two drug SMILES strings and cell line genomic features, predict the synergy score measuring deviation from expected non-interaction effect. (1) Cell line: UO-31. Synergy scores: CSS=3.36, Synergy_ZIP=-0.665, Synergy_Bliss=0.827, Synergy_Loewe=-5.44, Synergy_HSA=-1.23. Drug 2: C1=NC2=C(N=C(N=C2N1C3C(C(C(O3)CO)O)F)Cl)N. Drug 1: CC12CCC3C(C1CCC2O)C(CC4=C3C=CC(=C4)O)CCCCCCCCCS(=O)CCCC(C(F)(F)F)(F)F. (2) Drug 1: C1CC(=O)NC(=O)C1N2CC3=C(C2=O)C=CC=C3N. Drug 2: CS(=O)(=O)OCCCCOS(=O)(=O)C. Cell line: EKVX. Synergy scores: CSS=3.32, Synergy_ZIP=0.345, Synergy_Bliss=3.18, Synergy_Loewe=1.64, Synergy_HSA=0.534. (3) Drug 1: CC1=C(C=C(C=C1)NC2=NC=CC(=N2)N(C)C3=CC4=NN(C(=C4C=C3)C)C)S(=O)(=O)N.Cl. Drug 2: CS(=O)(=O)CCNCC1=CC=C(O1)C2=CC3=C(C=C2)N=CN=C3NC4=CC(=C(C=C4)OCC5=CC(=CC=C5)F)Cl. Cell line: RXF 393. Synergy scores: CSS=1.94, Synergy_ZIP=-0.932, Synergy_Bliss=0.405, Synergy_Loewe=-2.98, Synergy_HSA=-2.69. (4) Drug 1: N.N.Cl[Pt+2]Cl. Drug 2: CC1C(C(CC(O1)OC2CC(CC3=C2C(=C4C(=C3O)C(=O)C5=C(C4=O)C(=CC=C5)OC)O)(C(=O)CO)O)N)O.Cl. Cell line: MDA-MB-435. Synergy scores: CSS=44.3, Synergy_ZIP=-2.97, Synergy_Bliss=-3.12, Synergy_Loewe=-14.4, Synergy_HSA=-1.03. (5) Drug 1: CCC1(CC2CC(C3=C(CCN(C2)C1)C4=CC=CC=C4N3)(C5=C(C=C6C(=C5)C78CCN9C7C(C=CC9)(C(C(C8N6C)(C(=O)OC)O)OC(=O)C)CC)OC)C(=O)OC)O.OS(=O)(=O)O. Drug 2: C1=NNC2=C1C(=O)NC=N2. Cell line: HS 578T. Synergy scores: CSS=4.67, Synergy_ZIP=-0.847, Synergy_Bliss=1.71, Synergy_Loewe=5.30, Synergy_HSA=-0.0890. (6) Drug 2: COCCOC1=C(C=C2C(=C1)C(=NC=N2)NC3=CC=CC(=C3)C#C)OCCOC.Cl. Synergy scores: CSS=-5.67, Synergy_ZIP=3.32, Synergy_Bliss=-0.803, Synergy_Loewe=-9.86, Synergy_HSA=-8.21. Cell line: COLO 205. Drug 1: C1=CC=C(C(=C1)C(C2=CC=C(C=C2)Cl)C(Cl)Cl)Cl. (7) Drug 1: CC1C(C(CC(O1)OC2CC(CC3=C2C(=C4C(=C3O)C(=O)C5=C(C4=O)C(=CC=C5)OC)O)(C(=O)C)O)N)O.Cl. Drug 2: B(C(CC(C)C)NC(=O)C(CC1=CC=CC=C1)NC(=O)C2=NC=CN=C2)(O)O. Cell line: T-47D. Synergy scores: CSS=9.64, Synergy_ZIP=-4.19, Synergy_Bliss=2.63, Synergy_Loewe=1.49, Synergy_HSA=1.63.